This data is from Full USPTO retrosynthesis dataset with 1.9M reactions from patents (1976-2016). The task is: Predict the reactants needed to synthesize the given product. Given the product [Cl:1][C:2]1[CH:3]=[C:4]([CH:8]=[CH:9][C:10]=1[Cl:11])[C:5]([NH:12][C:13]1[CH:14]=[CH:15][C:16]([CH3:32])=[C:17]([NH:19][C:20]([C:22]2[CH:23]=[C:24]3[C:29](=[CH:30][CH:31]=2)[N:28]=[CH:27][CH:26]=[CH:25]3)=[O:21])[CH:18]=1)=[O:6], predict the reactants needed to synthesize it. The reactants are: [Cl:1][C:2]1[CH:3]=[C:4]([CH:8]=[CH:9][C:10]=1[Cl:11])[C:5](Cl)=[O:6].[NH2:12][C:13]1[CH:14]=[CH:15][C:16]([CH3:32])=[C:17]([NH:19][C:20]([C:22]2[CH:23]=[C:24]3[C:29](=[CH:30][CH:31]=2)[N:28]=[CH:27][CH:26]=[CH:25]3)=[O:21])[CH:18]=1.